From a dataset of CYP2C19 inhibition data for predicting drug metabolism from PubChem BioAssay. Regression/Classification. Given a drug SMILES string, predict its absorption, distribution, metabolism, or excretion properties. Task type varies by dataset: regression for continuous measurements (e.g., permeability, clearance, half-life) or binary classification for categorical outcomes (e.g., BBB penetration, CYP inhibition). Dataset: cyp2c19_veith. (1) The molecule is CCN(CC)S(=O)(=O)c1ccc2c(c1)nc(CCC(=O)Nc1cccc(C(F)(F)F)c1)n2CC. The result is 1 (inhibitor). (2) The compound is COc1cc(NC(=O)c2cc(Cl)ccc2Cl)ccc1-c1cc2ccccc2oc1=O. The result is 1 (inhibitor). (3) The molecule is CC(C)CCN1CC(C(=O)N2CCN(c3ccc(F)cc3)CC2)CC1=O. The result is 0 (non-inhibitor). (4) The drug is O=C(Nc1ccc(F)cc1)N1CC2CC(C1)c1cccc(=O)n1C2. The result is 0 (non-inhibitor). (5) The molecule is CC(NC(=O)CCSc1nc(-c2ccco2)cc(C(F)(F)F)n1)c1ccccc1. The result is 1 (inhibitor). (6) The molecule is O=[N+]([O-])c1ccc2c(c1)S(=O)c1ccccc1-2. The result is 0 (non-inhibitor). (7) The drug is O=C1C2=CC[C@@H]3C(=O)N(c4ccc(F)cc4F)C(=O)[C@H]3[C@H]2[C@H](O)[C@H]2O[C@H]12. The result is 0 (non-inhibitor).